This data is from Forward reaction prediction with 1.9M reactions from USPTO patents (1976-2016). The task is: Predict the product of the given reaction. (1) The product is: [F:39][C:12]1([S:9]([C:5]2[CH:6]=[CH:7][CH:8]=[C:3]([C:2]([F:22])([F:1])[F:23])[CH:4]=2)(=[O:11])=[O:10])[CH2:21][CH2:20][C:15]2([O:16][CH2:17][CH2:18][O:19]2)[CH2:14][CH2:13]1. Given the reactants [F:1][C:2]([F:23])([F:22])[C:3]1[CH:4]=[C:5]([S:9]([CH:12]2[CH2:21][CH2:20][C:15]3([O:19][CH2:18][CH2:17][O:16]3)[CH2:14][CH2:13]2)(=[O:11])=[O:10])[CH:6]=[CH:7][CH:8]=1.C([Li])CCC.C1C=CC(S(N(S(C2C=CC=CC=2)(=O)=O)[F:39])(=O)=O)=CC=1, predict the reaction product. (2) Given the reactants C(=O)([O-])[O-].[Na+].[Na+].Br[C:8]1[CH:21]=[CH:20][CH:19]=[CH:18][C:9]=1[CH2:10][N:11]1[CH2:16][CH2:15][C:14](=[O:17])[CH2:13][CH2:12]1.[F:22][C:23]1[CH:28]=[CH:27][C:26](B(O)O)=[CH:25][CH:24]=1, predict the reaction product. The product is: [F:22][C:23]1[CH:28]=[CH:27][C:26]([C:8]2[CH:21]=[CH:20][CH:19]=[CH:18][C:9]=2[CH2:10][N:11]2[CH2:16][CH2:15][C:14](=[O:17])[CH2:13][CH2:12]2)=[CH:25][CH:24]=1. (3) The product is: [CH:1]1([CH2:6][C:7]2[N:16]([C:10]3[CH:11]=[CH:12][CH:13]=[CH:14][CH:15]=3)[C:17](=[S:20])[NH:18][N:19]=2)[CH2:5][CH2:4][CH2:3][CH2:2]1. Given the reactants [CH:1]1([CH2:6][C:7](O)=O)[CH2:5][CH2:4][CH2:3][CH2:2]1.[C:10]1([NH:16][C:17](=[S:20])[NH:18][NH2:19])[CH:15]=[CH:14][CH:13]=[CH:12][CH:11]=1.N1C=CC=CC=1, predict the reaction product. (4) Given the reactants C([O:8][N:9]1[C:14]2[N:15]=[CH:16][N:17]=[C:18]([C:19]3[CH:24]=[CH:23][CH:22]=[CH:21][CH:20]=3)[C:13]=2[C:12]([OH:25])=[C:11]([C:26]2[CH:31]=[CH:30][CH:29]=[CH:28][CH:27]=2)[C:10]1=[O:32])C1C=CC=CC=1.[H][H], predict the reaction product. The product is: [OH:25][C:12]1[C:13]2[C:18]([C:19]3[CH:20]=[CH:21][CH:22]=[CH:23][CH:24]=3)=[N:17][CH:16]=[N:15][C:14]=2[N:9]([OH:8])[C:10](=[O:32])[C:11]=1[C:26]1[CH:27]=[CH:28][CH:29]=[CH:30][CH:31]=1. (5) Given the reactants [Cl:1][C:2]1[CH:3]=[C:4]([CH2:10][C:11]([OH:13])=[O:12])[CH:5]=[CH:6][C:7]=1[S:8][CH3:9].[CH3:14][Si]([N-][Si](C)(C)C)(C)C.[Li+].CI.C(OCC)(=O)C.CCCCCC, predict the reaction product. The product is: [Cl:1][C:2]1[CH:3]=[C:4]([CH:10]([CH3:14])[C:11]([OH:13])=[O:12])[CH:5]=[CH:6][C:7]=1[S:8][CH3:9]. (6) Given the reactants [NH2:1][C:2]1[CH:23]=[CH:22][C:5]([C:6]([NH:8][CH2:9][C:10]2[S:11][C:12]([CH2:15][C:16]3[CH:21]=[CH:20][CH:19]=[CH:18][CH:17]=3)=[CH:13][CH:14]=2)=[O:7])=[CH:4][N:3]=1.C1C=C2C(C=C(NCNCCCC(O)=O)C=C2)=CC=1.C=O.[C:45]([O:48][CH2:49]C)(=O)C, predict the reaction product. The product is: [CH2:15]([C:12]1[S:11][C:10]([CH2:9][NH:8][C:6](=[O:7])[C:5]2[CH:22]=[CH:23][C:2]([NH:1][CH2:45][O:48][CH3:49])=[N:3][CH:4]=2)=[CH:14][CH:13]=1)[C:16]1[CH:17]=[CH:18][CH:19]=[CH:20][CH:21]=1. (7) Given the reactants [OH:1][C:2]1[N:6]([C:7]2[CH:15]=[CH:14][C:10]([C:11](O)=[O:12])=[CH:9][N:8]=2)[N:5]=[CH:4][C:3]=1[C:16]1[CH:21]=[CH:20][N:19]=[C:18]([O:22][CH3:23])[CH:17]=1.[CH3:24][O:25][CH2:26][CH2:27][C:28]1([NH2:31])[CH2:30][CH2:29]1, predict the reaction product. The product is: [OH:1][C:2]1[N:6]([C:7]2[CH:15]=[CH:14][C:10]([C:11]([NH:31][C:28]3([CH2:27][CH2:26][O:25][CH3:24])[CH2:30][CH2:29]3)=[O:12])=[CH:9][N:8]=2)[N:5]=[CH:4][C:3]=1[C:16]1[CH:21]=[CH:20][N:19]=[C:18]([O:22][CH3:23])[CH:17]=1. (8) Given the reactants [C:1]([C:3]1[CH:4]=[N:5][CH:6]=[CH:7][CH:8]=1)#[N:2].[OH2:9], predict the reaction product. The product is: [CH:7]1[CH:6]=[N:5][CH:4]=[C:3]([C:1]([NH2:2])=[O:9])[CH:8]=1.